Predict the product of the given reaction. From a dataset of Forward reaction prediction with 1.9M reactions from USPTO patents (1976-2016). (1) Given the reactants [CH:1]1([N:4]([CH2:28][C:29]2[CH:34]=[C:33]([CH2:35][CH2:36][CH2:37][O:38][CH3:39])[CH:32]=[C:31]([O:40][CH2:41][CH2:42][O:43][CH3:44])[CH:30]=2)[C:5]([C@@H:7]2[C@@:12]([OH:20])([C:13]3[CH:18]=[CH:17][NH:16][C:15](=O)[CH:14]=3)[CH2:11][CH2:10][N:9]([C:21]([O:23][C:24]([CH3:27])([CH3:26])[CH3:25])=[O:22])[CH2:8]2)=O)[CH2:3][CH2:2]1.[OH-:45].[Na+].[CH3:47]OS(OC)(=O)=O.[CH3:54][OH:55], predict the reaction product. The product is: [CH:1]1([N:4]([CH2:28][C:29]2[CH:34]=[C:33]([CH2:35][CH2:36][CH2:37][O:38][CH3:39])[CH:32]=[C:31]([O:40][CH2:41][CH2:42][O:43][CH3:44])[CH:30]=2)[C:5]([C@@H:7]2[C@@:12]([O:20][CH3:47])([C:13]3[CH:14]=[CH:15][N:16]([CH3:17])[C:54](=[O:55])[CH:18]=3)[CH2:11][CH2:10][N:9]([C:21]([O:23][C:24]([CH3:25])([CH3:27])[CH3:26])=[O:22])[CH2:8]2)=[O:45])[CH2:3][CH2:2]1. (2) The product is: [C:34]([N:2]1[CH2:7][CH2:6][CH2:5][C@@H:4]([NH:8][C:9]([C:11]2[C:15]3[N:16]=[CH:17][N:18]=[C:19]([C:20]4[CH:25]=[C:24]([O:26][CH3:27])[C:23]([F:28])=[CH:22][C:21]=4[O:29][CH2:30][CH:31]4[CH2:32][CH2:33]4)[C:14]=3[NH:13][CH:12]=2)=[O:10])[CH2:3]1)(=[O:36])[CH3:35]. Given the reactants Cl.[NH:2]1[CH2:7][CH2:6][CH2:5][C@@H:4]([NH:8][C:9]([C:11]2[C:15]3[N:16]=[CH:17][N:18]=[C:19]([C:20]4[CH:25]=[C:24]([O:26][CH3:27])[C:23]([F:28])=[CH:22][C:21]=4[O:29][CH2:30][CH:31]4[CH2:33][CH2:32]4)[C:14]=3[NH:13][CH:12]=2)=[O:10])[CH2:3]1.[C:34](Cl)(=[O:36])[CH3:35], predict the reaction product. (3) The product is: [CH3:1][O:2][C:3]([C@@H:5]1[CH2:10][CH2:9][N:8]([S:11]([C:14]2[CH:15]=[CH:16][C:17]([CH3:20])=[CH:18][CH:19]=2)(=[O:12])=[O:13])[C@@H:7]([C:21]([OH:23])=[O:22])[CH2:6]1)=[O:4].[ClH:24].[CH3:25][O:26][C:27]([C@@H:29]1[CH2:34][CH2:33][NH:32][C@@H:31]([C:35]([OH:37])=[O:36])[CH2:30]1)=[O:28].[CH3:20][C:17]1[CH:18]=[CH:19][C:14]([S:11]([Cl:24])(=[O:13])=[O:12])=[CH:15][CH:16]=1. Given the reactants [CH3:1][O:2][C:3]([C@H:5]1[CH2:10][CH2:9][N:8]([S:11]([C:14]2[CH:19]=[CH:18][C:17]([CH3:20])=[CH:16][CH:15]=2)(=[O:13])=[O:12])[C@H:7]([C:21]([OH:23])=[O:22])[CH2:6]1)=[O:4].[ClH:24].[CH3:25][O:26][C:27]([C@H:29]1[CH2:34][CH2:33][NH:32][C@H:31]([C:35]([OH:37])=[O:36])[CH2:30]1)=[O:28], predict the reaction product. (4) Given the reactants [CH3:1][N:2]1[C:14]2[C:13](=[O:15])[C:12]3[CH:11]=[C:10]([CH2:16][C:17]4[CH:24]=[CH:23][CH:22]=[CH:21][C:18]=4[C:19]#[N:20])[CH:9]=[CH:8][C:7]=3[NH:6][C:5]=2[CH:4]=[N:3]1.CN1C2C(=[O:39])C3C=C(CC4C=C(C=CC=4)C#N)C=CC=3NC=2C=N1, predict the reaction product. The product is: [CH3:1][N:2]1[C:14]2[C:13](=[O:15])[C:12]3[CH:11]=[C:10]([CH2:16][C:17]4[CH:24]=[CH:23][CH:22]=[CH:21][C:18]=4[C:19]([NH2:20])=[O:39])[CH:9]=[CH:8][C:7]=3[NH:6][C:5]=2[CH:4]=[N:3]1. (5) Given the reactants [CH3:1][C:2]1[CH:7]=[CH:6][C:5]([C:8]2[N:16]3[C:11]([CH:12]=[N:13][C:14]([S:17][CH3:18])=[N:15]3)=[CH:10][CH:9]=2)=[C:4]([N+:19]([O-])=O)[CH:3]=1.[Cl-].[NH4+].C(O)C.O, predict the reaction product. The product is: [CH3:1][C:2]1[CH:7]=[CH:6][C:5]([C:8]2[N:16]3[C:11]([CH:12]=[N:13][C:14]([S:17][CH3:18])=[N:15]3)=[CH:10][CH:9]=2)=[C:4]([NH2:19])[CH:3]=1. (6) Given the reactants [CH3:1][C:2]1([CH3:25])[C:15]2[C:10]3=[C:11]([C:19]4[CH:20]=[CH:21][CH:22]=[CH:23][C:24]=4[N:9]3[C:8]3[CH:7]=[CH:6][CH:5]=[CH:4][C:3]1=3)[CH:12]=[C:13](B(O)O)[CH:14]=2.Cl[C:27]1[N:32]=[C:31]([C:33]2[CH:38]=[CH:37][CH:36]=[CH:35][CH:34]=2)[N:30]=[C:29]([C:39]2[CH:44]=[CH:43][CH:42]=[CH:41][CH:40]=2)[N:28]=1.P([O-])([O-])([O-])=O.[K+].[K+].[K+].C1(C)C=CC=CC=1P(C1C=CC=CC=1C)C1C=CC=CC=1C, predict the reaction product. The product is: [C:39]1([C:29]2[N:30]=[C:31]([C:33]3[CH:34]=[CH:35][CH:36]=[CH:37][CH:38]=3)[N:32]=[C:27]([C:5]3[CH:4]=[C:3]4[C:8]5=[C:7]([C:23]6[CH:22]=[CH:21][CH:20]=[CH:19][C:24]=6[N:9]5[C:10]5[CH:11]=[CH:12][CH:13]=[CH:14][C:15]=5[C:2]4([CH3:25])[CH3:1])[CH:6]=3)[N:28]=2)[CH:44]=[CH:43][CH:42]=[CH:41][CH:40]=1.